From a dataset of Full USPTO retrosynthesis dataset with 1.9M reactions from patents (1976-2016). Predict the reactants needed to synthesize the given product. (1) Given the product [CH3:12][C:10]1[C:22]([CH2:15][C:16]2[CH:21]=[CH:20][CH:19]=[CH:18][CH:17]=2)=[C:23]([CH3:24])[NH:14][C:8](=[O:13])[CH:9]=1, predict the reactants needed to synthesize it. The reactants are: C(N(CC)CC)C.[C:8]([NH2:14])(=[O:13])[CH2:9][C:10]([CH3:12])=O.[CH2:15]([CH2:22][C:23](=O)[CH3:24])[C:16]1[CH:21]=[CH:20][CH:19]=[CH:18][CH:17]=1.C([O-])(O)=O.[Na+]. (2) Given the product [CH3:27][O:21][C:20](=[O:22])[C:19]1[CH:23]=[CH:24][C:16]([C:14]2[O:15][C:11]([C:9]3[NH:8][C:7]4[CH:25]=[CH:26][C:4]([N+:1]([O-:3])=[O:2])=[CH:5][C:6]=4[N:10]=3)=[CH:12][CH:13]=2)=[CH:17][CH:18]=1, predict the reactants needed to synthesize it. The reactants are: [N+:1]([C:4]1[CH:26]=[CH:25][C:7]2[NH:8][C:9]([C:11]3[O:15][C:14]([C:16]4[CH:24]=[CH:23][C:19]([C:20]([OH:22])=[O:21])=[CH:18][CH:17]=4)=[CH:13][CH:12]=3)=[N:10][C:6]=2[CH:5]=1)([O-:3])=[O:2].[CH3:27]OC(=O)C1C=CC(C2OC(C=O)=CC=2)=CC=1C.[N+](C1C=C(N)C(N)=CC=1)([O-])=O.C1(=O)C=CC(=O)C=C1. (3) Given the product [Cl:22][C:23]1[CH:24]=[C:25]([CH2:29][CH2:30][C@H:31]2[C:40]3[C:35](=[CH:36][C:37]([O:43][CH3:44])=[C:38]([O:41][CH3:42])[CH:39]=3)[CH2:34][CH2:33][N:32]2[C@H:4]([C:5]2[CH:6]=[CH:7][CH:8]=[CH:9][CH:10]=2)[C:1]([NH2:2])=[O:3])[CH:26]=[CH:27][CH:28]=1, predict the reactants needed to synthesize it. The reactants are: [C:1]([CH:4](OS(C1C=CC(C)=CC=1)(=O)=O)[C:5]1[CH:10]=[CH:9][CH:8]=[CH:7][CH:6]=1)(=[O:3])[NH2:2].[Cl:22][C:23]1[CH:24]=[C:25]([CH2:29][CH2:30][C@H:31]2[C:40]3[C:35](=[CH:36][C:37]([O:43][CH3:44])=[C:38]([O:41][CH3:42])[CH:39]=3)[CH2:34][CH2:33][NH:32]2)[CH:26]=[CH:27][CH:28]=1. (4) Given the product [CH3:29][C:28]([N:2]1[CH:3]=[C:4]([C:6]2[C:7]3[CH:14]=[CH:13][NH:12][C:8]=3[N:9]=[CH:10][N:11]=2)[CH:5]=[N:1]1)([CH3:30])[CH2:27][C:26]#[N:31], predict the reactants needed to synthesize it. The reactants are: [NH:1]1[CH:5]=[C:4]([C:6]2[C:7]3[CH:14]=[CH:13][N:12](COCC[Si](C)(C)C)[C:8]=3[N:9]=[CH:10][N:11]=2)[CH:3]=[N:2]1.C(#N)C.[C:26](#[N:31])[CH:27]=[C:28]([CH3:30])[CH3:29].C1CCN2C(=NCCC2)CC1. (5) Given the product [F:66][C:65]1[CH:64]=[CH:63][CH:62]=[C:61]([F:67])[C:60]=1[O:59][C:57]1[CH2:58][N:2]([C@@H:3]([CH2:17][CH:18]2[CH2:23][CH2:22][CH2:21][CH2:20][O:19]2)[C:4]([NH:6][C:7]2[CH:11]=[CH:10][N:9]([CH2:12][C:13]([OH:16])([CH3:14])[CH3:15])[N:8]=2)=[O:5])[C:55](=[O:68])[CH:56]=1, predict the reactants needed to synthesize it. The reactants are: Cl.[NH2:2][C@@H:3]([CH2:17][CH:18]1[CH2:23][CH2:22][CH2:21][CH2:20][O:19]1)[C:4]([NH:6][C:7]1[CH:11]=[CH:10][N:9]([CH2:12][C:13]([OH:16])([CH3:15])[CH3:14])[N:8]=1)=[O:5].C(N(CC)C(C)C)(C)C.C1(C[C@H](N2[CH2:58][C:57]([O:59][C:60]3[C:65]([F:66])=[CH:64][CH:63]=[CH:62][C:61]=3[F:67])=[CH:56][C:55]2=[O:68])C(NC2C=CN(CC(O)(C)C)N=2)=O)CCCCC1.